Dataset: Forward reaction prediction with 1.9M reactions from USPTO patents (1976-2016). Task: Predict the product of the given reaction. (1) Given the reactants [N+:1]([C:4]1[CH:16]=[CH:15][C:7]([CH2:8][N:9]2[CH2:14][CH2:13][CH2:12][CH2:11][CH2:10]2)=[CH:6][CH:5]=1)([O-])=O, predict the reaction product. The product is: [N:9]1([CH2:8][C:7]2[CH:6]=[CH:5][C:4]([NH2:1])=[CH:16][CH:15]=2)[CH2:14][CH2:13][CH2:12][CH2:11][CH2:10]1. (2) Given the reactants Cl[C:2]1[CH:7]=[CH:6][N:5]=[CH:4][C:3]=1[N+:8]([O-:10])=[O:9].[Si:11]([O:18][C@@H:19]1[C@@H:24]([C:25]([F:28])([F:27])[F:26])[CH2:23][NH:22][CH2:21][C@H:20]1[NH:29][C:30](=[O:36])[O:31][C:32]([CH3:35])([CH3:34])[CH3:33])([C:14]([CH3:17])([CH3:16])[CH3:15])([CH3:13])[CH3:12], predict the reaction product. The product is: [Si:11]([O:18][C@@H:19]1[C@@H:24]([C:25]([F:28])([F:26])[F:27])[CH2:23][N:22]([C:2]2[CH:7]=[CH:6][N:5]=[CH:4][C:3]=2[N+:8]([O-:10])=[O:9])[CH2:21][C@H:20]1[NH:29][C:30](=[O:36])[O:31][C:32]([CH3:35])([CH3:34])[CH3:33])([C:14]([CH3:17])([CH3:16])[CH3:15])([CH3:13])[CH3:12]. (3) Given the reactants [Cl:1][C:2]1[CH:7]=[CH:6][C:5]([NH:8][C:9]2[N:14]=[C:13]([C:15](OCCOCC)=[O:16])[CH:12]=[CH:11][N:10]=2)=[CH:4][CH:3]=1.CC(C[AlH]CC(C)C)C, predict the reaction product. The product is: [Cl:1][C:2]1[CH:3]=[CH:4][C:5]([NH:8][C:9]2[N:14]=[C:13]([CH2:15][OH:16])[CH:12]=[CH:11][N:10]=2)=[CH:6][CH:7]=1.